Dataset: Catalyst prediction with 721,799 reactions and 888 catalyst types from USPTO. Task: Predict which catalyst facilitates the given reaction. (1) Reactant: [CH:1]1([S:7][C:8]2[CH:15]=[CH:14][C:11]([C:12]#[N:13])=[CH:10][CH:9]=2)[CH2:6][CH2:5][CH2:4][CH2:3][CH2:2]1.[OH2:16].[OH:17]OS([O-])=O.[K+]. Product: [CH:1]1([S:7]([C:8]2[CH:9]=[CH:10][C:11]([C:12]#[N:13])=[CH:14][CH:15]=2)(=[O:17])=[O:16])[CH2:6][CH2:5][CH2:4][CH2:3][CH2:2]1. The catalyst class is: 21. (2) Reactant: [Br:1][CH2:2][CH2:3][CH2:4][CH2:5][CH2:6][CH2:7][CH2:8][C:9]([OH:11])=[O:10].ClC(Cl)(Cl)C(=N)O[C:16]([CH3:19])([CH3:18])[CH3:17].C(=O)(O)[O-].[Na+]. Product: [Br:1][CH2:2][CH2:3][CH2:4][CH2:5][CH2:6][CH2:7][CH2:8][C:9]([O:11][C:16]([CH3:19])([CH3:18])[CH3:17])=[O:10]. The catalyst class is: 665. (3) Product: [CH2:10]([N:17]1[C:22]([CH2:23][CH3:24])=[C:21]([CH3:25])[CH:20]=[C:19]([C:26]([OH:28])=[O:27])[C:18]1=[O:31])[C:11]1[CH:12]=[CH:13][CH:14]=[CH:15][CH:16]=1. The catalyst class is: 6. Reactant: [OH-].[Na+].CO.C1COCC1.[CH2:10]([N:17]1[C:22]([CH2:23][CH3:24])=[C:21]([CH3:25])[CH:20]=[C:19]([C:26]([O:28]CC)=[O:27])[C:18]1=[O:31])[C:11]1[CH:16]=[CH:15][CH:14]=[CH:13][CH:12]=1.Cl.